From a dataset of Forward reaction prediction with 1.9M reactions from USPTO patents (1976-2016). Predict the product of the given reaction. (1) Given the reactants [CH2:1]([O:5][C:6]1[C:15]2[C:10](=[CH:11][CH:12]=[C:13]([C:16]3[S:17][CH:18]=[C:19]([C:21]([O:23]CC)=[O:22])[N:20]=3)[CH:14]=2)[C:9](=[O:26])[N:8]([CH2:27][CH:28]([CH3:30])[CH3:29])[C:7]=1[CH2:31][NH:32][C:33]([O:35][C:36]([CH3:39])([CH3:38])[CH3:37])=[O:34])[CH2:2][CH2:3][CH3:4].C(O)C.[OH-].[Na+].Cl, predict the reaction product. The product is: [CH2:1]([O:5][C:6]1[C:15]2[C:10](=[CH:11][CH:12]=[C:13]([C:16]3[S:17][CH:18]=[C:19]([C:21]([OH:23])=[O:22])[N:20]=3)[CH:14]=2)[C:9](=[O:26])[N:8]([CH2:27][CH:28]([CH3:29])[CH3:30])[C:7]=1[CH2:31][NH:32][C:33]([O:35][C:36]([CH3:39])([CH3:38])[CH3:37])=[O:34])[CH2:2][CH2:3][CH3:4]. (2) Given the reactants [CH3:1][CH:2]([N:4]1[C:8]2[N:9]=[CH:10][CH:11]=[C:12]([C:13]([OH:15])=O)[C:7]=2[CH:6]=[N:5]1)[CH3:3].[NH2:16][CH2:17][C:18]1[C:19](=[O:32])[NH:20][C:21]([CH3:31])=[CH:22][C:23]=1[CH2:24][C:25]1[CH:30]=[CH:29][CH:28]=[CH:27][CH:26]=1, predict the reaction product. The product is: [CH2:24]([C:23]1[CH:22]=[C:21]([CH3:31])[NH:20][C:19](=[O:32])[C:18]=1[CH2:17][NH:16][C:13]([C:12]1[C:7]2[CH:6]=[N:5][N:4]([CH:2]([CH3:1])[CH3:3])[C:8]=2[N:9]=[CH:10][CH:11]=1)=[O:15])[C:25]1[CH:26]=[CH:27][CH:28]=[CH:29][CH:30]=1. (3) Given the reactants [Cl:1][C:2]1[CH:3]=[CH:4][C:5]2[N:6]([CH:8]=[C:9]([NH:11][C:12]([C:14]3[CH:19]=[CH:18][C:17]([C:20]([CH3:25])([CH3:24])[C:21]([OH:23])=O)=[CH:16][CH:15]=3)=[O:13])[N:10]=2)[CH:7]=1.Cl.[NH2:27][OH:28], predict the reaction product. The product is: [Cl:1][C:2]1[CH:3]=[CH:4][C:5]2[N:6]([CH:8]=[C:9]([NH:11][C:12](=[O:13])[C:14]3[CH:15]=[CH:16][C:17]([C:20]([CH3:25])([CH3:24])[C:21]([NH:27][OH:28])=[O:23])=[CH:18][CH:19]=3)[N:10]=2)[CH:7]=1. (4) Given the reactants C(N(CC)CC)C.[NH2:8][C:9]1[C:10](=[O:26])[N:11]([CH2:22][CH:23]2[CH2:25][CH2:24]2)[C:12]([C:15]2[CH:20]=[CH:19][CH:18]=[CH:17][C:16]=2[Cl:21])=[CH:13][CH:14]=1.Cl[C:28](OC1C=CC([N+]([O-])=O)=CC=1)=[O:29].[Cl-].[O:41]=[C:42]1[NH:46][C:45]([C:47]2[CH:52]=[CH:51][CH:50]=[CH:49][CH:48]=2)=[CH:44][N:43]1[CH:53]1[CH2:58][CH2:57][NH2+:56][CH2:55][CH2:54]1, predict the reaction product. The product is: [Cl:21][C:16]1[CH:17]=[CH:18][CH:19]=[CH:20][C:15]=1[C:12]1[N:11]([CH2:22][CH:23]2[CH2:25][CH2:24]2)[C:10](=[O:26])[C:9]([NH:8][C:28]([N:56]2[CH2:57][CH2:58][CH:53]([N:43]3[CH:44]=[C:45]([C:47]4[CH:48]=[CH:49][CH:50]=[CH:51][CH:52]=4)[NH:46][C:42]3=[O:41])[CH2:54][CH2:55]2)=[O:29])=[CH:14][CH:13]=1. (5) Given the reactants [OH:1][C@@H:2]([C@H:4]1[C:34](=[O:35])[N:6]2[C:7]([C:21]([O:23][CH2:24][C:25]3[CH:30]=[CH:29][C:28]([N+:31]([O-:33])=[O:32])=[CH:27][CH:26]=3)=[O:22])=[C:8]([C:11]3[S:15][C:14]4=[C:16]([S:19][CH3:20])[N:17]=[CH:18][N:13]4[CH:12]=3)[C@H:9]([CH3:10])[C@H:5]12)[CH3:3].[Cl:36]N1C(=O)CCC1=O.N(C(C)(C)C#N)=NC(C)(C)C#N.ClCCl, predict the reaction product. The product is: [Cl:36][C:18]1[N:13]2[C:14]([S:15][C:11]([C:8]3[C@H:9]([CH3:10])[C@@H:5]4[C@@H:4]([C@H:2]([OH:1])[CH3:3])[C:34](=[O:35])[N:6]4[C:7]=3[C:21]([O:23][CH2:24][C:25]3[CH:26]=[CH:27][C:28]([N+:31]([O-:33])=[O:32])=[CH:29][CH:30]=3)=[O:22])=[CH:12]2)=[C:16]([S:19][CH3:20])[N:17]=1.